From a dataset of Catalyst prediction with 721,799 reactions and 888 catalyst types from USPTO. Predict which catalyst facilitates the given reaction. (1) Reactant: [N:1]1([CH2:7][C:8]2[S:9][C:10]3[CH2:11][N:12](C(OC(C)(C)C)=O)[CH2:13][CH2:14][C:15]=3[N:16]=2)[CH2:6][CH2:5][CH2:4][CH2:3][CH2:2]1.FC(F)(F)C(O)=O. Product: [N:1]1([CH2:7][C:8]2[S:9][C:10]3[CH2:11][NH:12][CH2:13][CH2:14][C:15]=3[N:16]=2)[CH2:6][CH2:5][CH2:4][CH2:3][CH2:2]1. The catalyst class is: 4. (2) Reactant: [N:1]1([C:7]2[N:12]3[N:13]=[C:14]([C:16]4[CH:21]=[CH:20][N:19]=[CH:18][CH:17]=4)[CH:15]=[C:11]3[N:10]=[C:9]([NH:22][NH2:23])[CH:8]=2)[CH2:6][CH2:5][O:4][CH2:3][CH2:2]1.[C:24]([C:27]1[CH:28]=[C:29]([CH:32]=[CH:33][CH:34]=1)[CH:30]=O)([CH3:26])=[CH2:25]. Product: [C:24]([C:27]1[CH:28]=[C:29]([CH:32]=[CH:33][CH:34]=1)[CH:30]=[N:23][NH:22][C:9]1[CH:8]=[C:7]([N:1]2[CH2:6][CH2:5][O:4][CH2:3][CH2:2]2)[N:12]2[N:13]=[C:14]([C:16]3[CH:17]=[CH:18][N:19]=[CH:20][CH:21]=3)[CH:15]=[C:11]2[N:10]=1)([CH3:26])=[CH2:25]. The catalyst class is: 8. (3) Reactant: [Br:1][C:2]1[C:3]([Cl:12])=[N:4][CH:5]=[C:6]([N+:9]([O-:11])=[O:10])[C:7]=1Cl.[CH3:13][CH2:14][N:15](CC)CC.C(N)C.O. Product: [Br:1][C:2]1[C:3]([Cl:12])=[N:4][CH:5]=[C:6]([N+:9]([O-:11])=[O:10])[C:7]=1[NH:15][CH2:14][CH3:13]. The catalyst class is: 1.